From a dataset of Catalyst prediction with 721,799 reactions and 888 catalyst types from USPTO. Predict which catalyst facilitates the given reaction. (1) Reactant: [Cl:1][C:2]1[CH:7]=[CH:6][C:5]([C:8]2[O:12][C:11]([C:13]([F:16])([F:15])[F:14])=[C:10]([C:17](Cl)=[O:18])[CH:9]=2)=[CH:4][CH:3]=1.[F:20][C:21]1[CH:22]=[C:23]([NH2:31])[CH:24]=[C:25]([C:27]([F:30])([F:29])[F:28])[CH:26]=1.C(N(CC)C(C)C)(C)C.Cl.C([O-])(O)=O.[Na+]. Product: [F:20][C:21]1[CH:22]=[C:23]([NH:31][C:17]([C:10]2[CH:9]=[C:8]([C:5]3[CH:6]=[CH:7][C:2]([Cl:1])=[CH:3][CH:4]=3)[O:12][C:11]=2[C:13]([F:16])([F:15])[F:14])=[O:18])[CH:24]=[C:25]([C:27]([F:29])([F:30])[F:28])[CH:26]=1. The catalyst class is: 4. (2) Reactant: [CH:1]1([C:4]2[C:13]3[C:8](=[CH:9][CH:10]=[CH:11][CH:12]=3)[CH:7]=[N:6][C:5]=2[N:14]([CH2:29][C:30]2[CH:35]=[CH:34][C:33]([O:36][C:37]([F:40])([F:39])[F:38])=[CH:32][CH:31]=2)[S:15]([C:18]2[CH:27]=[CH:26][C:21]([C:22]([O:24]C)=[O:23])=[C:20]([CH3:28])[CH:19]=2)(=[O:17])=[O:16])[CH2:3][CH2:2]1.[OH-].[Na+]. Product: [CH:1]1([C:4]2[C:13]3[C:8](=[CH:9][CH:10]=[CH:11][CH:12]=3)[CH:7]=[N:6][C:5]=2[N:14]([CH2:29][C:30]2[CH:31]=[CH:32][C:33]([O:36][C:37]([F:39])([F:40])[F:38])=[CH:34][CH:35]=2)[S:15]([C:18]2[CH:27]=[CH:26][C:21]([C:22]([OH:24])=[O:23])=[C:20]([CH3:28])[CH:19]=2)(=[O:17])=[O:16])[CH2:3][CH2:2]1. The catalyst class is: 8.